This data is from Reaction yield outcomes from USPTO patents with 853,638 reactions. The task is: Predict the reaction yield, written as a fraction of the theoretical maximum amount of product (1.0 means a 100% yield; for example, 0.34 means a 34% yield). (1) The reactants are [Cl:1][O-].[Ca+2].Cl[O-].[F:6][CH:7]([F:20])[O:8][C:9]1[CH:10]=[CH:11][CH:12]=[C:13]2[C:18]=1[O:17][CH2:16][CH2:15][C:14]2=[O:19]. The catalyst is O.C(O)(=O)C.C(#N)C.O. The product is [Cl:1][C:11]1[CH:12]=[C:13]2[C:18](=[C:9]([O:8][CH:7]([F:6])[F:20])[CH:10]=1)[O:17][CH2:16][CH2:15][C:14]2=[O:19]. The yield is 0.930. (2) The reactants are CN(C1C=CC=CN=1)C.[N+:10]([C:13]1[CH:14]=[C:15]2[C:19](=[CH:20][CH:21]=1)[NH:18][N:17]=[C:16]2[NH2:22])([O-:12])=[O:11].[C:23]([O:27][C:28](OC([O-])=O)=[O:29])([CH3:26])([CH3:25])[CH3:24].C(N(CC)CC)C. The catalyst is C1COCC1. The product is [C:23]([O:27][C:28]([N:18]1[C:19]2[C:15](=[CH:14][C:13]([N+:10]([O-:12])=[O:11])=[CH:21][CH:20]=2)[C:16]([NH2:22])=[N:17]1)=[O:29])([CH3:26])([CH3:25])[CH3:24]. The yield is 0.500. (3) The reactants are Cl[C:2]1[C:3]2[S:10][C:9]([C:11]([NH2:13])=[O:12])=[CH:8][C:4]=2[N:5]=[CH:6][N:7]=1.[CH3:14][C:15]1([CH3:38])[CH2:20][O:19][CH:18]([CH:21]2[CH2:26][CH2:25][N:24](C3C=CC(C([O-])=O)=C(C)C=3C)[CH2:23][CH2:22]2)[O:17][CH2:16]1.CCN(C(C)C)C(C)C. The catalyst is CC#N. The product is [CH3:14][C:15]1([CH3:38])[CH2:16][O:17][CH:18]([CH:21]2[CH2:26][CH2:25][N:24]([C:2]3[C:3]4[S:10][C:9]([C:11]([NH2:13])=[O:12])=[CH:8][C:4]=4[N:5]=[CH:6][N:7]=3)[CH2:23][CH2:22]2)[O:19][CH2:20]1. The yield is 0.740. (4) The reactants are [Cl:1][C:2]1[C:3]([O:12][C:13]2[CH:18]=[C:17]([O:19][CH2:20][CH2:21][O:22][CH3:23])[CH:16]=[CH:15][C:14]=2[CH2:24][CH2:25][CH2:26][OH:27])=[N:4][CH:5]=[C:6]([C:8]([F:11])([F:10])[F:9])[CH:7]=1.[CH2:28]([O:30][CH2:31][CH2:32][NH2:33])[CH3:29].Cl.CN(C)[CH:37]=[O:38]. No catalyst specified. The product is [CH2:28]([O:30][CH2:31][CH2:32][NH:33][C:37](=[O:38])[O:27][CH2:26][CH2:25][CH2:24][C:14]1[CH:15]=[CH:16][C:17]([O:19][CH2:20][CH2:21][O:22][CH3:23])=[CH:18][C:13]=1[O:12][C:3]1[C:2]([Cl:1])=[CH:7][C:6]([C:8]([F:9])([F:11])[F:10])=[CH:5][N:4]=1)[CH3:29]. The yield is 0.480. (5) The reactants are [F:1][C:2]1[CH:15]=[CH:14][CH:13]=[CH:12][C:3]=1[O:4][C:5]1[CH:10]=[CH:9][C:8](I)=[CH:7][CH:6]=1.[Li]CCCC.CC([O:24][B:25](OC(C)C)[O:26]C(C)C)C. The catalyst is O1CCCC1. The product is [F:1][C:2]1[CH:15]=[CH:14][CH:13]=[CH:12][C:3]=1[O:4][C:5]1[CH:10]=[CH:9][C:8]([B:25]([OH:26])[OH:24])=[CH:7][CH:6]=1. The yield is 0.900. (6) The reactants are ClC1C=CC=C(C(OO)=[O:9])C=1.[CH3:12][S:13][CH2:14][CH2:15][NH:16][C:17](=[O:45])[C:18]1[CH:23]=[CH:22][CH:21]=[C:20]([C:24]2[C:32]3[O:31][C:30]([CH2:33][C:34]4[CH:39]=[CH:38][CH:37]=[C:36]([C:40]([F:43])([F:42])[F:41])[CH:35]=4)=[C:29]([CH3:44])[C:28]=3[CH:27]=[CH:26][CH:25]=2)[CH:19]=1.C(=O)(O)[O-].[Na+]. The catalyst is ClCCl. The product is [CH3:12][S:13]([CH2:14][CH2:15][NH:16][C:17](=[O:45])[C:18]1[CH:23]=[CH:22][CH:21]=[C:20]([C:24]2[C:32]3[O:31][C:30]([CH2:33][C:34]4[CH:39]=[CH:38][CH:37]=[C:36]([C:40]([F:42])([F:43])[F:41])[CH:35]=4)=[C:29]([CH3:44])[C:28]=3[CH:27]=[CH:26][CH:25]=2)[CH:19]=1)=[O:9]. The yield is 0.480. (7) The reactants are [O:1]1[C:5]2[CH:6]=[CH:7][CH:8]=[CH:9][C:4]=2[CH:3]=[C:2]1[S:10]([NH:13][C:14]1[CH:19]=[C:18]([Cl:20])[CH:17]=[CH:16][C:15]=1[S:21][CH2:22][CH2:23][C:24]([O:26][CH3:27])=[O:25])(=[O:12])=[O:11].C1C=C(Cl)C=C(C(OO)=[O:36])C=1. The catalyst is C(Cl)Cl.CCOC(C)=O. The product is [O:1]1[C:5]2[CH:6]=[CH:7][CH:8]=[CH:9][C:4]=2[CH:3]=[C:2]1[S:10]([NH:13][C:14]1[CH:19]=[C:18]([Cl:20])[CH:17]=[CH:16][C:15]=1[S:21]([CH2:22][CH2:23][C:24]([O:26][CH3:27])=[O:25])=[O:36])(=[O:11])=[O:12]. The yield is 0.460. (8) The reactants are Br[CH2:2][C:3]([C:5]1[C:6]([CH:28]2[CH2:31][CH2:30][CH2:29]2)=[CH:7][C:8]([CH3:27])=[C:9]([CH:26]=1)[C:10]([N:12]1[CH2:17][CH2:16][CH:15]([C:18]2[CH:25]=[CH:24][C:21]([C:22]#[N:23])=[CH:20][CH:19]=2)[CH2:14][CH2:13]1)=[O:11])=O.Cl.[C:33](=[NH:37])([NH2:36])[CH2:34][CH3:35].C(=O)([O-])[O-].[K+].[K+]. The catalyst is CC#N. The product is [CH:28]1([C:6]2[C:5]([C:3]3[NH:36][C:33]([CH2:34][CH3:35])=[N:37][CH:2]=3)=[CH:26][C:9]([C:10]([N:12]3[CH2:17][CH2:16][CH:15]([C:18]4[CH:25]=[CH:24][C:21]([C:22]#[N:23])=[CH:20][CH:19]=4)[CH2:14][CH2:13]3)=[O:11])=[C:8]([CH3:27])[CH:7]=2)[CH2:31][CH2:30][CH2:29]1. The yield is 0.440. (9) The product is [CH3:20][Si:19]([CH3:22])([CH3:21])[CH2:18][CH2:17][O:16][CH2:15][N:12]1[C:8]2[N:9]=[CH:10][N:11]=[C:6]([C:4]3[CH:5]=[N:1][N:2]([CH:25]4[CH2:26][CH2:27][CH2:28][C:23](=[O:29])[CH2:24]4)[CH:3]=3)[C:7]=2[CH:14]=[CH:13]1. The reactants are [NH:1]1[CH:5]=[C:4]([C:6]2[C:7]3[CH:14]=[CH:13][N:12]([CH2:15][O:16][CH2:17][CH2:18][Si:19]([CH3:22])([CH3:21])[CH3:20])[C:8]=3[N:9]=[CH:10][N:11]=2)[CH:3]=[N:2]1.[C:23]1(=[O:29])[CH2:28][CH2:27][CH2:26][CH:25]=[CH:24]1.C1CCN2C(=NCCC2)CC1. The catalyst is C(#N)C. The yield is 0.980. (10) The product is [O:20]=[C:14]1[CH:13]([N:7]2[CH2:6][C:5]3[C:9](=[CH:10][CH:11]=[C:3]([CH2:2][NH:1][C:30]([NH:29][C:26]4[CH:27]=[CH:28][C:23]([CH2:21][CH3:22])=[CH:24][CH:25]=4)=[O:31])[CH:4]=3)[C:8]2=[O:12])[CH2:18][CH2:17][C:16](=[O:19])[NH:15]1. The yield is 0.640. The reactants are [NH2:1][CH2:2][C:3]1[CH:4]=[C:5]2[C:9](=[CH:10][CH:11]=1)[C:8](=[O:12])[N:7]([CH:13]1[CH2:18][CH2:17][C:16](=[O:19])[NH:15][C:14]1=[O:20])[CH2:6]2.[CH2:21]([C:23]1[CH:28]=[CH:27][C:26]([N:29]=[C:30]=[O:31])=[CH:25][CH:24]=1)[CH3:22].Cl. The catalyst is C(#N)C.